Predict the reaction yield, written as a fraction of the theoretical maximum amount of product (1.0 means a 100% yield; for example, 0.34 means a 34% yield). From a dataset of Reaction yield outcomes from USPTO patents with 853,638 reactions. The catalyst is Cl.O. The reactants are [Br:1][C:2]1[CH:7]=[C:6]([C:8]2[N:13]=[CH:12][CH:11]=[CH:10][N:9]=2)[C:5]([NH:14]C(=O)C(C)(C)C)=[C:4]([N+:21]([O-:23])=[O:22])[CH:3]=1. The yield is 0.910. The product is [Br:1][C:2]1[CH:7]=[C:6]([C:8]2[N:9]=[CH:10][CH:11]=[CH:12][N:13]=2)[C:5]([NH2:14])=[C:4]([N+:21]([O-:23])=[O:22])[CH:3]=1.